Dataset: Retrosynthesis with 50K atom-mapped reactions and 10 reaction types from USPTO. Task: Predict the reactants needed to synthesize the given product. (1) Given the product O=C(O)/C=C/C(=O)O, predict the reactants needed to synthesize it. The reactants are: CC1=C2C=c3c(cnn3CC(C)N=[N+]=[N-])=C2CC=C1. (2) Given the product CC(C)(C)OC(=O)C1(CNC(=O)c2nc(C#N)c3cc(Oc4ccccc4)ccc3c2O)CCS(=O)CC1, predict the reactants needed to synthesize it. The reactants are: CC(C)(C)OC(=O)C1(CN)CCS(=O)CC1.COC(=O)c1nc(C#N)c2cc(Oc3ccccc3)ccc2c1O. (3) Given the product O=C1Nc2cc(CN3CCN(c4ccc(Cl)cc4)CC3)cnc2N2CCSCC12, predict the reactants needed to synthesize it. The reactants are: Clc1ccc(N2CCNCC2)cc1.O=C1Nc2cc(CO)cnc2N2CCSCC12. (4) Given the product C=CCOC(=O)N1C[C@H](O)C[C@H]1CCN=[N+]=[N-], predict the reactants needed to synthesize it. The reactants are: C=CCOC(=O)N1C[C@H](O[Si](C)(C)C(C)(C)C)C[C@H]1CCN=[N+]=[N-]. (5) Given the product O=C(NC(Cc1cc(=O)[nH]c2ccccc12)C(=O)OCCN1CCN(Cc2ccccc2)CC1)c1ccc(Cl)cc1, predict the reactants needed to synthesize it. The reactants are: ClCCN1CCN(Cc2ccccc2)CC1.O=C(NC(Cc1cc(=O)[nH]c2ccccc12)C(=O)O)c1ccc(Cl)cc1.